From a dataset of CYP2D6 inhibition data for predicting drug metabolism from PubChem BioAssay. Regression/Classification. Given a drug SMILES string, predict its absorption, distribution, metabolism, or excretion properties. Task type varies by dataset: regression for continuous measurements (e.g., permeability, clearance, half-life) or binary classification for categorical outcomes (e.g., BBB penetration, CYP inhibition). Dataset: cyp2d6_veith. (1) The compound is COC(=O)[C@@H]1CC[C@H](C)[C@@H](c2ccc(C)cc2)N1C(=O)c1ccc(/C=N\O[C@@H](C)CN2CCCCc3nc(C)c(C)cc32)cc1. The result is 0 (non-inhibitor). (2) The molecule is Cc1ccc(OCC(=O)N/N=C\c2ccco2)c(C)c1. The result is 0 (non-inhibitor). (3) The molecule is COc1ccc(/C=C(\C#N)C(N)=O)cc1OC. The result is 0 (non-inhibitor).